Dataset: Catalyst prediction with 721,799 reactions and 888 catalyst types from USPTO. Task: Predict which catalyst facilitates the given reaction. (1) Reactant: C[O:2][C:3](=[O:29])[CH2:4][CH2:5][C:6]([NH:8][C:9]1[N:14]=[C:13]([NH2:15])[C:12]([O:16][C:17]2[CH:22]=[C:21]([I:23])[C:20]([O:24][CH3:25])=[CH:19][C:18]=2[CH:26]([CH3:28])[CH3:27])=[CH:11][N:10]=1)=[O:7].[OH-].[Li+]. Product: [NH2:15][C:13]1[C:12]([O:16][C:17]2[CH:22]=[C:21]([I:23])[C:20]([O:24][CH3:25])=[CH:19][C:18]=2[CH:26]([CH3:27])[CH3:28])=[CH:11][N:10]=[C:9]([NH:8][C:6](=[O:7])[CH2:5][CH2:4][C:3]([OH:29])=[O:2])[N:14]=1. The catalyst class is: 20. (2) Reactant: [S:1](=[O:26])(=[O:25])([O:3][CH2:4][C@@H:5]1[C@@H:12]2[C@@H:8]([O:9][C:10]([CH3:14])([CH3:13])[O:11]2)[C@H:7]([N:15]2[CH:23]=[N:22][C:21]3[C:16]2=[N:17][CH:18]=[N:19][C:20]=3[Cl:24])[O:6]1)[NH2:2].CCN(C(C)C)C(C)C.[C:36](Cl)([C:49]1[CH:54]=[CH:53][CH:52]=[CH:51][CH:50]=1)([C:43]1[CH:48]=[CH:47][CH:46]=[CH:45][CH:44]=1)[C:37]1[CH:42]=[CH:41][CH:40]=[CH:39][CH:38]=1. Product: [C:36]([NH:2][S:1](=[O:26])(=[O:25])[O:3][CH2:4][C@@H:5]1[C@@H:12]2[C@@H:8]([O:9][C:10]([CH3:13])([CH3:14])[O:11]2)[C@H:7]([N:15]2[CH:23]=[N:22][C:21]3[C:16]2=[N:17][CH:18]=[N:19][C:20]=3[Cl:24])[O:6]1)([C:37]1[CH:42]=[CH:41][CH:40]=[CH:39][CH:38]=1)([C:49]1[CH:50]=[CH:51][CH:52]=[CH:53][CH:54]=1)[C:43]1[CH:44]=[CH:45][CH:46]=[CH:47][CH:48]=1. The catalyst class is: 2. (3) Reactant: [CH3:1][NH2:2].[OH-].[Na+].[Cl:5][C:6]1[CH:7]=[C:8]([CH:12]=[C:13]([Cl:15])[CH:14]=1)[C:9](Cl)=[O:10]. Product: [Cl:5][C:6]1[CH:7]=[C:8]([CH:12]=[C:13]([Cl:15])[CH:14]=1)[C:9]([NH:2][CH3:1])=[O:10]. The catalyst class is: 81. (4) Reactant: [CH3:1][O:2][C:3]1[CH:13]=[CH:12][C:6]([C:7]([O:9][CH2:10]C)=[O:8])=[CH:5][C:4]=1[NH:14][S:15]([CH3:18])(=[O:17])=[O:16].Cl.Cl[CH2:21][CH2:22][N:23]1[CH2:28][CH2:27][O:26][CH2:25][CH2:24]1.C([O-])([O-])=O.[K+].[K+].O. Product: [CH3:1][O:2][C:3]1[CH:13]=[CH:12][C:6]([C:7]([O:9][CH3:10])=[O:8])=[CH:5][C:4]=1[N:14]([CH2:21][CH2:22][N:23]1[CH2:28][CH2:27][O:26][CH2:25][CH2:24]1)[S:15]([CH3:18])(=[O:17])=[O:16]. The catalyst class is: 3. (5) Reactant: CON(C)[C:4]([CH:6]1[CH2:11][CH2:10][N:9]([C:12]([O:14][CH2:15][C:16]2[CH:21]=[CH:20][CH:19]=[CH:18][CH:17]=2)=[O:13])[CH2:8][CH2:7]1)=[O:5].[CH3:23][O:24][CH2:25][CH2:26][CH2:27][CH2:28][Mg]Cl. Product: [CH3:23][O:24][CH2:25][CH2:26][CH2:27][CH2:28][C:4]([CH:6]1[CH2:7][CH2:8][N:9]([C:12]([O:14][CH2:15][C:16]2[CH:17]=[CH:18][CH:19]=[CH:20][CH:21]=2)=[O:13])[CH2:10][CH2:11]1)=[O:5]. The catalyst class is: 1.